This data is from Forward reaction prediction with 1.9M reactions from USPTO patents (1976-2016). The task is: Predict the product of the given reaction. (1) Given the reactants [C:1]1([C:7]2[N:12]=[C:11]([O:13][CH:14]3[CH2:31][CH:30]4[CH:16]([C:17](=[O:37])[N:18]([CH3:36])[CH2:19][CH2:20][CH2:21][CH2:22][CH:23]=[CH:24][CH:25]5[C:27]([C:33](O)=[O:34])([NH:28][C:29]4=[O:32])[CH2:26]5)[CH2:15]3)[CH:10]=[C:9]([C:38]3[CH:43]=[CH:42][CH:41]=[CH:40][CH:39]=3)[N:8]=2)[CH:6]=[CH:5][CH:4]=[CH:3][CH:2]=1.[CH:44]1([S:47]([NH2:50])(=[O:49])=[O:48])[CH2:46][CH2:45]1.CCN=C=NCCCN(C)C.C1CCN2C(=NCCC2)CC1, predict the reaction product. The product is: [C:1]1([C:7]2[N:12]=[C:11]([O:13][CH:14]3[CH2:31][CH:30]4[CH:16]([C:17](=[O:37])[N:18]([CH3:36])[CH2:19][CH2:20][CH2:21][CH2:22][CH:23]=[CH:24][CH:25]5[C:27]([C:33]([NH:50][S:47]([CH:44]6[CH2:46][CH2:45]6)(=[O:49])=[O:48])=[O:34])([NH:28][C:29]4=[O:32])[CH2:26]5)[CH2:15]3)[CH:10]=[C:9]([C:38]3[CH:43]=[CH:42][CH:41]=[CH:40][CH:39]=3)[N:8]=2)[CH:6]=[CH:5][CH:4]=[CH:3][CH:2]=1. (2) Given the reactants Br[C:2]1[C:3]([N:24]2[CH2:28][CH2:27][C@@H:26]([OH:29])[CH2:25]2)=[N:4][CH:5]=[C:6]([CH:23]=1)[C:7]([NH:9][C:10]1[CH:15]=[CH:14][C:13]([O:16][C:17]([F:22])([F:21])[CH:18]([F:20])[F:19])=[CH:12][CH:11]=1)=[O:8].[F:30][C:31]1[CH:32]=[N:33][CH:34]=[C:35](B2OC(C)(C)C(C)(C)O2)[CH:36]=1, predict the reaction product. The product is: [F:30][C:31]1[CH:36]=[C:35]([C:2]2[C:3]([N:24]3[CH2:28][CH2:27][C@@H:26]([OH:29])[CH2:25]3)=[N:4][CH:5]=[C:6]([C:7]([NH:9][C:10]3[CH:11]=[CH:12][C:13]([O:16][C:17]([F:22])([F:21])[CH:18]([F:19])[F:20])=[CH:14][CH:15]=3)=[O:8])[CH:23]=2)[CH:34]=[N:33][CH:32]=1. (3) Given the reactants [NH2:1][C:2]1[N:7]=[CH:6][N:5]=[C:4]2[N:8]([CH2:25][C@@H:26]3[CH2:30][CH2:29][CH2:28][N:27]3[C:31](=[O:35])[CH2:32][C:33]#[N:34])[N:9]=[C:10]([C:11]3[CH:16]=[CH:15][C:14]([O:17][C:18]4[CH:23]=[CH:22][CH:21]=[CH:20][CH:19]=4)=[CH:13][C:12]=3[F:24])[C:3]=12.N1CCCCC1.[CH3:42][C:43]([N:47]1[CH2:52][CH2:51][CH2:50][CH2:49][CH2:48]1)([CH3:46])[CH:44]=O, predict the reaction product. The product is: [NH2:1][C:2]1[N:7]=[CH:6][N:5]=[C:4]2[N:8]([CH2:25][C@@H:26]3[CH2:30][CH2:29][CH2:28][N:27]3[C:31]([C:32](=[CH:42][C:43]([CH3:46])([N:47]3[CH2:52][CH2:51][CH2:50][CH2:49][CH2:48]3)[CH3:44])[C:33]#[N:34])=[O:35])[N:9]=[C:10]([C:11]3[CH:16]=[CH:15][C:14]([O:17][C:18]4[CH:19]=[CH:20][CH:21]=[CH:22][CH:23]=4)=[CH:13][C:12]=3[F:24])[C:3]=12. (4) Given the reactants C(OC([N:8]1[CH2:13][CH2:12][C:11]([C:27]2[CH:32]=[CH:31][C:30]([Cl:33])=[CH:29][CH:28]=2)([CH2:14][O:15][C:16]2[CH:25]=[C:24]3[C:19]([C:20](=[O:26])[NH:21][CH:22]=[N:23]3)=[CH:18][CH:17]=2)[CH2:10][CH2:9]1)=O)(C)(C)C.CO, predict the reaction product. The product is: [Cl:33][C:30]1[CH:31]=[CH:32][C:27]([C:11]2([CH2:14][O:15][C:16]3[CH:25]=[C:24]4[C:19]([C:20](=[O:26])[NH:21][CH:22]=[N:23]4)=[CH:18][CH:17]=3)[CH2:12][CH2:13][NH:8][CH2:9][CH2:10]2)=[CH:28][CH:29]=1.